Dataset: Forward reaction prediction with 1.9M reactions from USPTO patents (1976-2016). Task: Predict the product of the given reaction. (1) The product is: [SH:1][CH2:2][C:3]1[N:4]=[C:5]([CH3:13])[S:6][C:7]=1[CH:8]=[O:9]. Given the reactants [SH:1][CH2:2][C:3]1[N:4]=[C:5]([CH3:13])[S:6][C:7]=1[C:8](OCC)=[O:9].O, predict the reaction product. (2) Given the reactants Br[C:2]1[N:10]=[CH:9][N:8]=[C:7]2[C:3]=1[N:4]=[CH:5][NH:6]2.[Cl:11][C:12]1[CH:21]=[C:20]([CH:22]([NH2:24])[CH3:23])[C:19]([N:25]2[CH2:30][CH2:29][C:28]([F:32])([F:31])[CH2:27][CH2:26]2)=[C:18]2[C:13]=1[CH:14]=[CH:15][CH:16]=[N:17]2.C(N(CC)C(C)C)(C)C, predict the reaction product. The product is: [Cl:11][C:12]1[CH:21]=[C:20]([CH:22]([NH:24][C:2]2[N:10]=[CH:9][N:8]=[C:7]3[C:3]=2[N:4]=[CH:5][NH:6]3)[CH3:23])[C:19]([N:25]2[CH2:26][CH2:27][C:28]([F:32])([F:31])[CH2:29][CH2:30]2)=[C:18]2[C:13]=1[CH:14]=[CH:15][CH:16]=[N:17]2. (3) Given the reactants CON(C)[C:4]([C:6]1[CH:11]=[N:10][C:9]([O:12][CH3:13])=[CH:8][N:7]=1)=[O:5].[CH3:15][Mg]Br, predict the reaction product. The product is: [CH3:13][O:12][C:9]1[N:10]=[CH:11][C:6]([C:4](=[O:5])[CH3:15])=[N:7][CH:8]=1. (4) The product is: [CH:42]1([NH:8][C:9]2[CH:14]=[C:13]([C:15]3[CH:20]=[C:19]([C:55]4[S:59][CH:58]=[N:57][CH:56]=4)[CH:18]=[C:17]([N:29]4[CH2:34][CH2:33][NH:32][CH2:31][CH2:30]4)[N:16]=3)[CH:12]=[CH:11][N:10]=2)[CH2:43][CH2:44][CH2:45][CH2:46][CH2:47]1. Given the reactants C(OC([N:8]([CH:42]1[CH2:47][CH2:46][CH2:45][CH2:44][CH2:43]1)[C:9]1[CH:14]=[C:13]([C:15]2[CH:20]=[C:19](OS(C(F)(F)F)(=O)=O)[CH:18]=[C:17]([N:29]3[CH2:34][CH2:33][N:32](C(OC(C)(C)C)=O)[CH2:31][CH2:30]3)[N:16]=2)[CH:12]=[CH:11][N:10]=1)=O)(C)(C)C.[Cl-].[Li+].C([Sn](CCCC)(CCCC)[C:55]1[S:59][CH:58]=[N:57][CH:56]=1)CCC.[Ar], predict the reaction product. (5) Given the reactants [Cl:1][C:2]1[CH:27]=[C:26]([Cl:28])[CH:25]=[CH:24][C:3]=1[C:4]([N:6]([CH:21]([CH3:23])[CH3:22])[C:7]1[CH:11]=[C:10]([C:12]#[C:13][C:14]([CH3:17])([CH3:16])[CH3:15])[S:9][C:8]=1[C:18]([OH:20])=[O:19])=[O:5].[OH-].[Na+:30], predict the reaction product. The product is: [Cl:1][C:2]1[CH:27]=[C:26]([Cl:28])[CH:25]=[CH:24][C:3]=1[C:4]([N:6]([CH:21]([CH3:23])[CH3:22])[C:7]1[CH:11]=[C:10]([C:12]#[C:13][C:14]([CH3:16])([CH3:17])[CH3:15])[S:9][C:8]=1[C:18]([O-:20])=[O:19])=[O:5].[Na+:30]. (6) Given the reactants [CH:1]1([C:4]2[CH:5]=[CH:6][C:7]([C:18]([NH:20][C:21]([CH2:29][CH3:30])([CH2:27][CH3:28])[C:22]([O:24]CC)=[O:23])=[O:19])=[N:8][C:9]=2[CH2:10][C:11]2[CH:16]=[CH:15][C:14]([F:17])=[CH:13][CH:12]=2)[CH2:3][CH2:2]1.[OH-].[Na+], predict the reaction product. The product is: [CH:1]1([C:4]2[CH:5]=[CH:6][C:7]([C:18]([NH:20][C:21]([CH2:29][CH3:30])([CH2:27][CH3:28])[C:22]([OH:24])=[O:23])=[O:19])=[N:8][C:9]=2[CH2:10][C:11]2[CH:16]=[CH:15][C:14]([F:17])=[CH:13][CH:12]=2)[CH2:3][CH2:2]1. (7) Given the reactants [CH2:1]1[CH2:5][O:4][CH2:3][CH2:2]1.[C:6]([O:13][CH2:14][CH3:15])(=[O:12])[C:7]([O:9]CC)=O.[CH2:16](OCC)[CH3:17], predict the reaction product. The product is: [CH:1]1([C:5](=[O:4])[CH:16]([CH3:17])[C:7](=[O:9])[C:6]([O:13][CH2:14][CH3:15])=[O:12])[CH2:2][CH2:3]1. (8) Given the reactants [CH2:1]([O:3][C:4]1[CH:9]=[CH:8][CH:7]=[CH:6][C:5]=1[OH:10])[CH3:2].O[CH:12]([C:35]1[CH:40]=[CH:39][CH:38]=[CH:37][CH:36]=1)[CH2:13][CH2:14][CH2:15][CH2:16][N:17]1[CH2:22][CH2:21][CH:20]([C:23]2[CH:24]=[C:25]([NH:29][C:30](=[O:34])[CH:31]([CH3:33])[CH3:32])[CH:26]=[CH:27][CH:28]=2)[CH2:19][CH2:18]1, predict the reaction product. The product is: [CH2:1]([O:3][C:4]1[CH:9]=[CH:8][CH:7]=[CH:6][C:5]=1[O:10][CH:12]([C:35]1[CH:36]=[CH:37][CH:38]=[CH:39][CH:40]=1)[CH2:13][CH2:14][CH2:15][CH2:16][N:17]1[CH2:22][CH2:21][CH:20]([C:23]2[CH:24]=[C:25]([NH:29][C:30](=[O:34])[CH:31]([CH3:33])[CH3:32])[CH:26]=[CH:27][CH:28]=2)[CH2:19][CH2:18]1)[CH3:2]. (9) Given the reactants Cl[C:2]1[NH:6][C:5]2[C:7]([CH:12]([CH2:15][CH3:16])[CH2:13][CH3:14])=[CH:8][CH:9]=[C:10]([Cl:11])[C:4]=2[N:3]=1.[Cl:17][C:18]1[CH:24]=[C:23]([CH3:25])[C:21]([NH2:22])=[C:20]([O:26][CH3:27])[CH:19]=1, predict the reaction product. The product is: [Cl:11][C:10]1[C:4]2[N:3]=[C:2]([NH:22][C:21]3[C:23]([CH3:25])=[CH:24][C:18]([Cl:17])=[CH:19][C:20]=3[O:26][CH3:27])[NH:6][C:5]=2[C:7]([CH:12]([CH2:15][CH3:16])[CH2:13][CH3:14])=[CH:8][CH:9]=1.